From a dataset of Forward reaction prediction with 1.9M reactions from USPTO patents (1976-2016). Predict the product of the given reaction. (1) Given the reactants O[Li].O.C[O:5][C:6]([C:8]1[CH:9]=[C:10]([C:19]2[CH:24]=[CH:23][C:22]([CH3:25])=[CH:21][CH:20]=2)[CH:11]=[C:12]([N:14]2[CH:18]=[N:17][N:16]=[N:15]2)[CH:13]=1)=[O:7], predict the reaction product. The product is: [CH3:25][C:22]1[CH:23]=[CH:24][C:19]([C:10]2[CH:11]=[C:12]([N:14]3[CH:18]=[N:17][N:16]=[N:15]3)[CH:13]=[C:8]([C:6]([OH:7])=[O:5])[CH:9]=2)=[CH:20][CH:21]=1. (2) Given the reactants [I:1][C:2]1[CH:3]=[C:4]2[C:9](=[CH:10][CH:11]=1)[N:8]([CH:12]([CH3:14])[CH3:13])[CH:7]=[C:6]([C:15]([O:17]CC)=[O:16])[C:5]2=[O:20].[OH-].[Na+].C(O)(=O)CC(CC(O)=O)(C(O)=O)O, predict the reaction product. The product is: [I:1][C:2]1[CH:3]=[C:4]2[C:9](=[CH:10][CH:11]=1)[N:8]([CH:12]([CH3:14])[CH3:13])[CH:7]=[C:6]([C:15]([OH:17])=[O:16])[C:5]2=[O:20]. (3) Given the reactants Cl[C:2](Cl)([O:4]C(=O)OC(Cl)(Cl)Cl)Cl.[F:13][C:14]([F:22])([F:21])[CH:15]([OH:20])[C:16]([F:19])([F:18])[F:17].C(N(CC)C(C)C)(C)C.[CH3:32][O:33][C:34]1[CH:39]=[C:38]([C:40]2[CH:45]=[CH:44][CH:43]=[CH:42][CH:41]=2)[CH:37]=[CH:36][C:35]=1[CH2:46][N:47]1[CH2:52][CH2:51][NH:50][CH2:49][CH2:48]1, predict the reaction product. The product is: [CH3:32][O:33][C:34]1[CH:39]=[C:38]([C:40]2[CH:41]=[CH:42][CH:43]=[CH:44][CH:45]=2)[CH:37]=[CH:36][C:35]=1[CH2:46][N:47]1[CH2:52][CH2:51][N:50]([C:2]([O:20][CH:15]([C:16]([F:19])([F:18])[F:17])[C:14]([F:22])([F:21])[F:13])=[O:4])[CH2:49][CH2:48]1. (4) Given the reactants C1(C)C=CC=CC=1.[NH2:8][C:9]1[C:10](B2OC(C)(C)C(C)(C)O2)=[CH:11][C:12]([C:15]([O:17][CH3:18])=[O:16])=[N:13][CH:14]=1.Br[CH2:29][C:30]1[CH:35]=[CH:34][C:33]([N:36]2[CH:40]=[CH:39][CH:38]=[N:37]2)=[CH:32][CH:31]=1.C(=O)([O-])[O-].[K+].[K+], predict the reaction product. The product is: [NH2:8][C:9]1[C:10]([CH2:29][C:30]2[CH:31]=[CH:32][C:33]([N:36]3[CH:40]=[CH:39][CH:38]=[N:37]3)=[CH:34][CH:35]=2)=[CH:11][C:12]([C:15]([O:17][CH3:18])=[O:16])=[N:13][CH:14]=1. (5) Given the reactants [F:1][C:2]1[CH:21]=[CH:20][C:5]2[C:6]([C:9]3[CH:14]=[CH:13][C:12]([O:15][CH2:16][C@H:17]4[CH2:19][O:18]4)=[CH:11][CH:10]=3)=[N:7][O:8][C:4]=2[CH:3]=1.[C:22]([C:24]1[CH:29]=[CH:28][CH:27]=[CH:26][C:25]=1[N:30]1[CH2:35][CH2:34][NH:33][CH2:32][CH2:31]1)#[N:23], predict the reaction product. The product is: [F:1][C:2]1[CH:21]=[CH:20][C:5]2[C:6]([C:9]3[CH:14]=[CH:13][C:12]([O:15][CH2:16][C@H:17]([OH:18])[CH2:19][N:33]4[CH2:32][CH2:31][N:30]([C:25]5[CH:26]=[CH:27][CH:28]=[CH:29][C:24]=5[C:22]#[N:23])[CH2:35][CH2:34]4)=[CH:11][CH:10]=3)=[N:7][O:8][C:4]=2[CH:3]=1. (6) Given the reactants [Cl:1][C:2]1[CH:3]=[CH:4][CH:5]=[C:6]2[C:11]=1[C:10](=[O:12])[N:9]([C:13]1[CH:18]=[CH:17][CH:16]=[CH:15][CH:14]=1)[C:8]([C@@H:19]([NH:21][C:22]1[N:30]=[CH:29][N:28]=[C:27]3[C:23]=1[N:24]=[CH:25][N:26]3C1CCCCO1)[CH3:20])=[CH:7]2.Cl, predict the reaction product. The product is: [N:30]1[C:22]([NH:21][C@H:19]([C:8]2[N:9]([C:13]3[CH:18]=[CH:17][CH:16]=[CH:15][CH:14]=3)[C:10](=[O:12])[C:11]3[C:6]([CH:7]=2)=[CH:5][CH:4]=[CH:3][C:2]=3[Cl:1])[CH3:20])=[C:23]2[C:27]([NH:26][CH:25]=[N:24]2)=[N:28][CH:29]=1. (7) Given the reactants [SH:1][C:2]1[S:3][C:4]2[CH:10]=[CH:9][C:8]([O:11]C)=[CH:7][C:5]=2[N:6]=1.[C:13]1(C)C=CC(S(OC)(=O)=O)=CC=1, predict the reaction product. The product is: [OH:11][C:8]1[CH:9]=[CH:10][C:4]2[S:3][C:2]([S:1][CH3:13])=[N:6][C:5]=2[CH:7]=1.